Dataset: Full USPTO retrosynthesis dataset with 1.9M reactions from patents (1976-2016). Task: Predict the reactants needed to synthesize the given product. (1) Given the product [CH3:27][C:26]1[S:25][C:24]([C:28]2[CH:33]=[CH:32][CH:31]=[CH:30][CH:29]=2)=[N:23][C:22]=1[CH2:21][O:20][C:17]1[CH:16]=[CH:15][C:14]([CH2:13][CH2:12][CH2:11][C@H:7]2[O:6][C:4](=[O:3])[NH:10][C:8]2=[O:9])=[CH:19][CH:18]=1, predict the reactants needed to synthesize it. The reactants are: C([O:3][C:4]([O:6][C@H:7]([CH2:11][CH2:12][CH2:13][C:14]1[CH:19]=[CH:18][C:17]([O:20][CH2:21][C:22]2[N:23]=[C:24]([C:28]3[CH:33]=[CH:32][CH:31]=[CH:30][CH:29]=3)[S:25][C:26]=2[CH3:27])=[CH:16][CH:15]=1)[C:8]([NH2:10])=[O:9])=O)C.C1CCN2C(=NCCC2)CC1.O.Cl. (2) Given the product [CH3:12][C:8]1[N:7]=[C:6]2[N:13]([C:14]3[CH:15]=[CH:16][C:17]([CH2:20][CH2:21][NH:22][C:23]([NH:25][S:26]([C:29]4[CH:30]=[CH:31][C:32]([CH3:35])=[CH:33][CH:34]=4)(=[O:27])=[O:28])=[O:24])=[CH:18][CH:19]=3)[C:41]([CH2:40][C:36]([CH3:37])([CH3:38])[CH3:39])=[N:4][C:5]2=[C:10]([CH3:11])[CH:9]=1, predict the reactants needed to synthesize it. The reactants are: C(C1[N:13]([C:14]2[CH:19]=[CH:18][C:17]([CH2:20][CH2:21][NH:22][C:23]([NH:25][S:26]([C:29]3[CH:34]=[CH:33][C:32]([CH3:35])=[CH:31][CH:30]=3)(=[O:28])=[O:27])=[O:24])=[CH:16][CH:15]=2)[C:6]2=[N:7][C:8]([CH3:12])=[CH:9][C:10]([CH3:11])=[C:5]2[N:4]=1)C.[C:36]([CH2:40][C:41](Cl)=O)([CH3:39])([CH3:38])[CH3:37].